From a dataset of Forward reaction prediction with 1.9M reactions from USPTO patents (1976-2016). Predict the product of the given reaction. (1) Given the reactants F[C:2]1[N:7]=[C:6]([N:8]2[C:16]3[CH:15]=[C:14]([C:17]4[CH:18]=[N:19][CH:20]=[C:21]([CH:23]5[CH2:26][O:25][CH2:24]5)[CH:22]=4)[N:13]=[CH:12][C:11]=3[CH:10]=[N:9]2)[CH:5]=[CH:4][CH:3]=1.[NH:27]1[CH2:32][CH2:31][NH:30][CH2:29][CH2:28]1, predict the reaction product. The product is: [O:25]1[CH2:26][CH:23]([C:21]2[CH:22]=[C:17]([C:14]3[N:13]=[CH:12][C:11]4[CH:10]=[N:9][N:8]([C:6]5[CH:5]=[CH:4][CH:3]=[C:2]([N:27]6[CH2:32][CH2:31][NH:30][CH2:29][CH2:28]6)[N:7]=5)[C:16]=4[CH:15]=3)[CH:18]=[N:19][CH:20]=2)[CH2:24]1. (2) Given the reactants [Cl:1][C:2]1[CH:7]=[CH:6][C:5]([NH:8][C:9]2[CH:10]=[C:11]([F:24])[C:12]([CH2:15][NH:16]C(=O)OC(C)(C)C)=[N:13][CH:14]=2)=[C:4]([C:25]([F:28])([F:27])[F:26])[CH:3]=1, predict the reaction product. The product is: [ClH:1].[ClH:1].[NH2:16][CH2:15][C:12]1[N:13]=[CH:14][C:9]([NH:8][C:5]2[CH:6]=[CH:7][C:2]([Cl:1])=[CH:3][C:4]=2[C:25]([F:28])([F:27])[F:26])=[CH:10][C:11]=1[F:24]. (3) Given the reactants [C:1]([O:4][CH2:5][CH2:6]Br)(=[O:3])[CH3:2].[Li].[C:9]([C:13]1[CH:28]=[CH:27][C:16]([C:17]([C:19](=[C:22](SC)[S:23][CH3:24])[C:20]#[N:21])=O)=[CH:15][CH:14]=1)([CH3:12])([CH3:11])[CH3:10].[Cl-].[NH4+].C1C[O:34]CC1, predict the reaction product. The product is: [CH2:5]([O:4][C:1]([C:2]1[O:34][C:22]([S:23][CH3:24])=[C:19]([C:20]#[N:21])[C:17]=1[C:16]1[CH:27]=[CH:28][C:13]([C:9]([CH3:12])([CH3:11])[CH3:10])=[CH:14][CH:15]=1)=[O:3])[CH3:6]. (4) Given the reactants [Br:1][C:2]1[C:3]([C:17]([F:20])([F:19])[F:18])=[CH:4][C:5]([N:8]2[C:12](=[O:13])[C:11]([CH3:14])=[C:10]([Cl:15])[C:9]2=[O:16])=[N:6][CH:7]=1.[BH4-].[Na+].O.C(OCC)(=O)C, predict the reaction product. The product is: [Br:1][C:2]1[C:3]([C:17]([F:20])([F:18])[F:19])=[CH:4][C:5]([N:8]2[C:9](=[O:16])[C:10]([Cl:15])=[C:11]([CH3:14])[CH:12]2[OH:13])=[N:6][CH:7]=1.[Br:1][C:2]1[C:3]([C:17]([F:20])([F:18])[F:19])=[CH:4][C:5]([N:8]2[C:12](=[O:13])[C:11]([CH3:14])=[C:10]([Cl:15])[CH:9]2[OH:16])=[N:6][CH:7]=1.